The task is: Predict which catalyst facilitates the given reaction.. This data is from Catalyst prediction with 721,799 reactions and 888 catalyst types from USPTO. (1) Reactant: [CH:1]([CH:4]1[CH2:9][C:8](=O)[CH:7]=[C:6]([C:11]2[CH:16]=[CH:15][N:14]=[CH:13][C:12]=2[N+:17]([O-:19])=[O:18])[CH2:5]1)([CH3:3])[CH3:2].[CH2:20]([NH2:27])[C:21]1[CH:26]=[CH:25][CH:24]=[CH:23][CH:22]=1.[BH4-].[Li+]. Product: [CH2:20]([NH:27][CH:8]1[CH2:9][CH:4]([CH:1]([CH3:3])[CH3:2])[CH2:5][C:6]([C:11]2[CH:16]=[CH:15][N:14]=[CH:13][C:12]=2[N+:17]([O-:19])=[O:18])=[CH:7]1)[C:21]1[CH:26]=[CH:25][CH:24]=[CH:23][CH:22]=1. The catalyst class is: 5. (2) Reactant: [Al+3].[Cl-].[Cl-].[Cl-].[C:5]1(=[O:15])[O:10][C:8](=[O:9])[C:7]2=[CH:11][CH:12]=[CH:13][CH:14]=[C:6]12.[C:16]1([CH:23]=[CH:22][CH:21]=[C:19]([OH:20])[CH:18]=1)[OH:17]. Product: [C:8]([C:7]1[CH:11]=[CH:12][CH:13]=[CH:14][C:6]=1[C:5](=[O:15])[C:21]1[CH:22]=[CH:23][C:16]([OH:17])=[CH:18][C:19]=1[OH:20])([OH:10])=[O:9]. The catalyst class is: 641. (3) Reactant: [Br:1][C:2]1[CH:10]=[C:9]2[C:5]([CH:6]=[CH:7][NH:8]2)=[CH:4][CH:3]=1.[H-].[Na+].Cl[Si:14]([CH:21]([CH3:23])[CH3:22])([CH:18]([CH3:20])[CH3:19])[CH:15]([CH3:17])[CH3:16].C(=O)(O)[O-].[Na+]. Product: [Br:1][C:2]1[CH:10]=[C:9]2[C:5]([CH:6]=[CH:7][N:8]2[Si:14]([CH:21]([CH3:23])[CH3:22])([CH:18]([CH3:20])[CH3:19])[CH:15]([CH3:17])[CH3:16])=[CH:4][CH:3]=1. The catalyst class is: 1. (4) Reactant: [C:1]([C:5]1[CH:10]=[CH:9][C:8]([S:11]([NH:14][C:15]2[CH:16]=[C:17]3[C:21](=[CH:22][CH:23]=2)[NH:20][C:19]([C:24](O)=[O:25])=[C:18]3[C:27]2[CH:32]=[CH:31][CH:30]=[C:29]([F:33])[CH:28]=2)(=[O:13])=[O:12])=[CH:7][CH:6]=1)([CH3:4])([CH3:3])[CH3:2].[NH2:34][CH:35]1[CH2:40][CH2:39][O:38][CH2:37][CH2:36]1. Product: [O:38]1[CH2:39][CH2:40][CH:35]([NH:34][C:24]([C:19]2[NH:20][C:21]3[C:17]([C:18]=2[C:27]2[CH:32]=[CH:31][CH:30]=[C:29]([F:33])[CH:28]=2)=[CH:16][C:15]([NH:14][S:11]([C:8]2[CH:7]=[CH:6][C:5]([C:1]([CH3:2])([CH3:4])[CH3:3])=[CH:10][CH:9]=2)(=[O:13])=[O:12])=[CH:23][CH:22]=3)=[O:25])[CH2:36][CH2:37]1. The catalyst class is: 98. (5) Reactant: [I-].[CH3:2][P+](C1C=CC=CC=1)(C1C=CC=CC=1)C1C=CC=CC=1.CC(C)([O-])C.[K+].[CH3:28][S:29][C:30]1[CH:35]=[CH:34][CH:33]=[CH:32][C:31]=1[CH:36]=O.C(=O)(O)[O-].[Na+]. Product: [CH3:28][S:29][C:30]1[CH:35]=[CH:34][CH:33]=[CH:32][C:31]=1[CH:36]=[CH2:2]. The catalyst class is: 28. (6) Reactant: [F:1][C:2]([F:15])([F:14])[S:3]([O:6]S(C(F)(F)F)(=O)=O)(=[O:5])=[O:4].O[C:17]1[C:24]([CH3:25])=[CH:23][C:20]([C:21]#[N:22])=[CH:19][C:18]=1[CH3:26].N1C=CC=CC=1. Product: [F:1][C:2]([F:15])([F:14])[S:3]([O:6][C:17]1[C:24]([CH3:25])=[CH:23][C:20]([C:21]#[N:22])=[CH:19][C:18]=1[CH3:26])(=[O:5])=[O:4]. The catalyst class is: 4. (7) Reactant: [F:1][C:2]([F:26])([F:25])[CH2:3][O:4][C:5]1[CH:24]=[CH:23][C:8]([O:9][C:10]2[CH:11]=[C:12]([CH:20]=[CH:21][CH:22]=2)[CH:13]=[C:14]2[CH2:19][CH2:18][NH:17][CH2:16][CH2:15]2)=[CH:7][CH:6]=1.[N:27]1[CH:32]=[CH:31][CH:30]=[C:29]([NH:33][C:34](=O)[O:35]C2C=CC=CC=2)[N:28]=1.C(N(CC)CC)C. Product: [N:27]1[CH:32]=[CH:31][CH:30]=[C:29]([NH:33][C:34]([N:17]2[CH2:16][CH2:15][C:14](=[CH:13][C:12]3[CH:20]=[CH:21][CH:22]=[C:10]([O:9][C:8]4[CH:7]=[CH:6][C:5]([O:4][CH2:3][C:2]([F:1])([F:25])[F:26])=[CH:24][CH:23]=4)[CH:11]=3)[CH2:19][CH2:18]2)=[O:35])[N:28]=1. The catalyst class is: 16. (8) Product: [F:1][C:2]1[CH:3]=[C:4]2[C:8](=[CH:9][CH:10]=1)[N:7]([CH2:11][C:12]1[O:13][C:14]([C:17]([F:20])([F:18])[F:19])=[CH:15][CH:16]=1)[C:6](=[O:21])[C:5]2([C:22]1[C:30]([OH:31])=[CH:29][C:25]2[O:26][CH2:27][O:28][C:24]=2[CH:23]=1)[CH2:32][OH:33]. The catalyst class is: 30. Reactant: [F:1][C:2]1[CH:3]=[C:4]2[C:8](=[CH:9][CH:10]=1)[N:7]([CH2:11][C:12]1[O:13][C:14]([C:17]([F:20])([F:19])[F:18])=[CH:15][CH:16]=1)[C:6](=[O:21])[CH:5]2[C:22]1[C:30]([OH:31])=[CH:29][C:25]2[O:26][CH2:27][O:28][C:24]=2[CH:23]=1.[CH2:32]=[O:33].O.[OH-].[Li+]. (9) Reactant: [CH3:1][NH:2][C:3]([C:5]1[S:6][CH:7]=[C:8]([CH3:19])[C:9]=1[NH:10][C:11]1[C:16]([Cl:17])=[CH:15][N:14]=[C:13]([Cl:18])[N:12]=1)=[O:4].C(Cl)Cl.[Br:23]N1C(=O)CCC1=O. Product: [CH3:1][NH:2][C:3]([C:5]1[S:6][C:7]([Br:23])=[C:8]([CH3:19])[C:9]=1[NH:10][C:11]1[C:16]([Cl:17])=[CH:15][N:14]=[C:13]([Cl:18])[N:12]=1)=[O:4]. The catalyst class is: 52.